This data is from Reaction yield outcomes from USPTO patents with 853,638 reactions. The task is: Predict the reaction yield, written as a fraction of the theoretical maximum amount of product (1.0 means a 100% yield; for example, 0.34 means a 34% yield). (1) The reactants are [C:1]([O:5][C:6]([N:8]1[CH2:13][CH2:12][N:11]([C:14]2[CH:15]=[C:16]3[C:20](=[CH:21][CH:22]=2)[N:19](S(C2C=CC=CC=2)(=O)=O)[CH:18]=[C:17]3[C:32]#[N:33])[CH:10]([CH2:34][C:35]2[CH:40]=[CH:39][CH:38]=[CH:37][CH:36]=2)[CH2:9]1)=[O:7])([CH3:4])([CH3:3])[CH3:2].C([O-])([O-])=O.[K+].[K+]. The catalyst is CO.O. The product is [C:1]([O:5][C:6]([N:8]1[CH2:13][CH2:12][N:11]([C:14]2[CH:15]=[C:16]3[C:20](=[CH:21][CH:22]=2)[NH:19][CH:18]=[C:17]3[C:32]#[N:33])[CH:10]([CH2:34][C:35]2[CH:36]=[CH:37][CH:38]=[CH:39][CH:40]=2)[CH2:9]1)=[O:7])([CH3:4])([CH3:2])[CH3:3]. The yield is 0.850. (2) The reactants are [F:1][C:2]([F:10])([F:9])[C:3](=O)[CH:4]([CH3:7])[C:5]#[N:6].[CH3:11][O:12][C:13]1[CH:18]=[CH:17][C:16]([NH:19][NH2:20])=[CH:15][CH:14]=1.Cl. The catalyst is CCO. The product is [CH3:7][C:4]1[C:3]([C:2]([F:10])([F:9])[F:1])=[N:20][N:19]([C:16]2[CH:17]=[CH:18][C:13]([O:12][CH3:11])=[CH:14][CH:15]=2)[C:5]=1[NH2:6]. The yield is 0.450. (3) The reactants are [CH3:1][N:2]1[C:11]2[NH:10][C:9]3[CH:12]=[CH:13][CH:14]=[CH:15][C:8]=3[NH:7][CH2:6][C:5]=2[CH:4]=[N:3]1.[CH3:16][C:17]([CH3:40])([CH3:39])[CH2:18][CH2:19][N:20]1[CH2:25][CH2:24][N:23]([CH2:26][CH2:27][O:28][C:29]2[CH:37]=[CH:36][C:32]([C:33](O)=[O:34])=[CH:31][C:30]=2[CH3:38])[CH2:22][CH2:21]1. The catalyst is CN(C1C=CN=CC=1)C.ClCCl.C(N(CC)CC)C. The product is [CH3:16][C:17]([CH3:40])([CH3:39])[CH2:18][CH2:19][N:20]1[CH2:25][CH2:24][N:23]([CH2:26][CH2:27][O:28][C:29]2[CH:37]=[CH:36][C:32]([C:33]([N:7]3[CH2:6][C:5]4[CH:4]=[N:3][N:2]([CH3:1])[C:11]=4[NH:10][C:9]4[CH:12]=[CH:13][CH:14]=[CH:15][C:8]3=4)=[O:34])=[CH:31][C:30]=2[CH3:38])[CH2:22][CH2:21]1. The yield is 0.0400. (4) The reactants are [C:1]([O:5][C:6](=[O:17])[NH:7][CH2:8][C:9]1[CH:14]=[CH:13][C:12](Br)=[CH:11][C:10]=1[F:16])([CH3:4])([CH3:3])[CH3:2].[C:18]1([OH:24])[CH:23]=[CH:22][CH:21]=[CH:20][CH:19]=1.CC(C)(C(=O)CC(=O)C(C)(C)C)C.C(=O)([O-])[O-].[Cs+].[Cs+]. The catalyst is CN1C(=O)CCC1.[Cu]Cl. The product is [C:1]([O:5][C:6](=[O:17])[NH:7][CH2:8][C:9]1[CH:14]=[CH:13][C:12]([O:24][C:18]2[CH:23]=[CH:22][CH:21]=[CH:20][CH:19]=2)=[CH:11][C:10]=1[F:16])([CH3:4])([CH3:3])[CH3:2]. The yield is 0.580. (5) The reactants are [Br:1][C:2]1[CH:7]=[N:6][C:5]([O:8][CH3:9])=[C:4]2[N:10]([S:13]([C:16]3[CH:22]=[CH:21][C:19]([CH3:20])=[CH:18][CH:17]=3)(=[O:15])=[O:14])[CH:11]=[CH:12][C:3]=12.C([N-]C(C)C)(C)C.[Li+].[C:31](Cl)(=[O:35])[O:32][CH2:33][CH3:34]. The catalyst is O1CCCC1. The product is [Br:1][C:2]1[CH:7]=[N:6][C:5]([O:8][CH3:9])=[C:4]2[N:10]([S:13]([C:16]3[CH:22]=[CH:21][C:19]([CH3:20])=[CH:18][CH:17]=3)(=[O:15])=[O:14])[C:11]([C:31]([O:32][CH2:33][CH3:34])=[O:35])=[CH:12][C:3]=12. The yield is 0.800. (6) The reactants are [Cl:1][C:2]1[CH:7]=[CH:6][CH:5]=[C:4]([Cl:8])[C:3]=1[C:9]1[C:13]([CH2:14][S:15][C:16]2[CH:21]=[CH:20][C:19](B(O)O)=[CH:18][CH:17]=2)=[C:12]([CH:25]([CH3:27])[CH3:26])[O:11][N:10]=1.Br[C:29]1[CH:30]=[C:31]2[C:36](=[CH:37][CH:38]=1)[N:35]=[C:34]([C:39]([O:41][CH2:42][CH3:43])=[O:40])[CH:33]=[CH:32]2.C(=O)([O-])[O-].[Na+].[Na+]. The catalyst is COCCOC.C1C=CC([P]([Pd]([P](C2C=CC=CC=2)(C2C=CC=CC=2)C2C=CC=CC=2)([P](C2C=CC=CC=2)(C2C=CC=CC=2)C2C=CC=CC=2)[P](C2C=CC=CC=2)(C2C=CC=CC=2)C2C=CC=CC=2)(C2C=CC=CC=2)C2C=CC=CC=2)=CC=1. The product is [Cl:1][C:2]1[CH:7]=[CH:6][CH:5]=[C:4]([Cl:8])[C:3]=1[C:9]1[C:13]([CH2:14][S:15][C:16]2[CH:21]=[CH:20][C:19]([C:29]3[CH:30]=[C:31]4[C:36](=[CH:37][CH:38]=3)[N:35]=[C:34]([C:39]([O:41][CH2:42][CH3:43])=[O:40])[CH:33]=[CH:32]4)=[CH:18][CH:17]=2)=[C:12]([CH:25]([CH3:27])[CH3:26])[O:11][N:10]=1. The yield is 0.220. (7) The reactants are [CH3:1][O:2][C:3]1[CH:4]=[C:5]2[C:10](=[CH:11][C:12]=1[O:13][CH2:14][CH:15]1[CH2:20][CH2:19][N:18]([CH3:21])[CH2:17][CH2:16]1)[N:9]=[CH:8][NH:7][C:6]2=O.CN(C=O)C.S(Cl)([Cl:30])=O. No catalyst specified. The product is [Cl:30][C:6]1[C:5]2[C:10](=[CH:11][C:12]([O:13][CH2:14][CH:15]3[CH2:20][CH2:19][N:18]([CH3:21])[CH2:17][CH2:16]3)=[C:3]([O:2][CH3:1])[CH:4]=2)[N:9]=[CH:8][N:7]=1. The yield is 0.980. (8) The reactants are [C:1]([O:7][C:8]1[CH:9]=[C:10]2[C:14](=[C:15]([NH2:17])[CH:16]=1)[NH:13][C:12]([C:18]1[S:19][CH:20]([CH:23]([O:26][CH3:27])[O:24][CH3:25])[CH2:21][N:22]=1)=[CH:11]2)(=[O:6])[C:2]([CH3:5])([CH3:4])[CH3:3].[N:28]1[CH:33]=[CH:32][CH:31]=[CH:30][C:29]=1[S:34](Cl)(=[O:36])=[O:35].N1C=CC=C[CH:39]=1. The catalyst is C(OCC)(=O)C.C(OCC)C. The product is [C:1]([O:7][C:8]1[CH:9]=[C:10]2[C:14](=[C:15]([N:17]([CH3:39])[S:34]([C:29]3[CH:30]=[CH:31][CH:32]=[CH:33][N:28]=3)(=[O:36])=[O:35])[CH:16]=1)[NH:13][C:12]([C:18]1[S:19][CH:20]([CH:23]([O:24][CH3:25])[O:26][CH3:27])[CH2:21][N:22]=1)=[CH:11]2)(=[O:6])[C:2]([CH3:5])([CH3:4])[CH3:3]. The yield is 0.870. (9) The product is [CH2:1]([C:5]1[C:9]([C:10]([F:13])([F:12])[F:11])=[C:8]([C:14]([F:23])=[O:16])[O:7][N:6]=1)[CH:2]([CH3:4])[CH3:3]. The reactants are [CH2:1]([C:5]1[C:9]([C:10]([F:13])([F:12])[F:11])=[C:8]([C:14]([OH:16])=O)[O:7][N:6]=1)[CH:2]([CH3:4])[CH3:3].N1C=CC=CC=1.[F:23]C1N=C(F)N=C(F)N=1. The yield is 0.650. The catalyst is ClCCl.